From a dataset of Full USPTO retrosynthesis dataset with 1.9M reactions from patents (1976-2016). Predict the reactants needed to synthesize the given product. Given the product [CH3:7][O:8][C:9]1[CH:14]=[CH:13][CH:12]=[CH:11][C:10]=1[N:15]1[CH2:20][CH2:19][N:18]([C:1](=[O:4])[CH:2]=[CH2:3])[CH2:17][CH2:16]1, predict the reactants needed to synthesize it. The reactants are: [C:1](Cl)(=[O:4])[CH:2]=[CH2:3].Cl.[CH3:7][O:8][C:9]1[CH:14]=[CH:13][CH:12]=[CH:11][C:10]=1[N:15]1[CH2:20][CH2:19][NH:18][CH2:17][CH2:16]1.C(N(CC)CC)C.Cl.